This data is from Forward reaction prediction with 1.9M reactions from USPTO patents (1976-2016). The task is: Predict the product of the given reaction. (1) Given the reactants [Br:1][C:2]1[CH:7]=[CH:6][C:5](Br)=[CH:4][N:3]=1.C([Li])CCC.FC(F)(F)S(O[Si:20]([C:23]([CH3:26])([CH3:25])[CH3:24])([CH3:22])[CH3:21])(=O)=O.O, predict the reaction product. The product is: [Br:1][C:2]1[CH:7]=[CH:6][C:5]([Si:20]([C:23]([CH3:26])([CH3:25])[CH3:24])([CH3:22])[CH3:21])=[CH:4][N:3]=1. (2) Given the reactants Cl.Cl.Cl.[O:4]1[C:8]2=[C:9]([N:13]3[CH2:18][CH2:17][N:16]([CH2:19][CH2:20][C@H:21]4[CH2:26][CH2:25][C@H:24]([NH2:27])[CH2:23][CH2:22]4)[CH2:15][CH2:14]3)[N:10]=[CH:11][CH:12]=[C:7]2[CH2:6][CH2:5]1.[C:28](O)(=[O:35])[C:29]1[CH:34]=[CH:33][CH:32]=[CH:31][CH:30]=1, predict the reaction product. The product is: [O:4]1[C:8]2=[C:9]([N:13]3[CH2:18][CH2:17][N:16]([CH2:19][CH2:20][C@H:21]4[CH2:26][CH2:25][C@H:24]([NH:27][C:28](=[O:35])[C:29]5[CH:34]=[CH:33][CH:32]=[CH:31][CH:30]=5)[CH2:23][CH2:22]4)[CH2:15][CH2:14]3)[N:10]=[CH:11][CH:12]=[C:7]2[CH2:6][CH2:5]1.